This data is from Forward reaction prediction with 1.9M reactions from USPTO patents (1976-2016). The task is: Predict the product of the given reaction. Given the reactants [C:1]([N:8]([CH:12]1[C:20]2[C:15](=[CH:16][CH:17]=[C:18]([NH2:21])[CH:19]=2)[CH2:14][CH2:13]1)[CH2:9][C:10]#[CH:11])([O:3][C:4]([CH3:7])([CH3:6])[CH3:5])=[O:2].C.Cl[C:24](Cl)([O:26]C(=O)OC(Cl)(Cl)Cl)Cl, predict the reaction product. The product is: [C:4]([O:3][C:1](=[O:2])[N:8]([CH:12]1[C:20]2[C:15](=[CH:16][CH:17]=[C:18]([N:21]=[C:24]=[O:26])[CH:19]=2)[CH2:14][CH2:13]1)[CH2:9][C:10]#[CH:11])([CH3:6])([CH3:7])[CH3:5].